From a dataset of Experimentally validated miRNA-target interactions with 360,000+ pairs, plus equal number of negative samples. Binary Classification. Given a miRNA mature sequence and a target amino acid sequence, predict their likelihood of interaction. (1) The miRNA is hsa-miR-1288-3p with sequence UGGACUGCCCUGAUCUGGAGA. The protein sequence of the target gene is MSDGTASARSSSPLDRDPAFRVITVTKETGLGLKILGGINRNEGPLVYIHEVIPGGDCYKDGRLKPGDQLVSINKESMIGVSFEEAKSIITRAKLRSESPWEIAFIRQKSYCGHPGNICCPSPQVSEDCGPQTSTFTLLSSPSETLLPKTSSTPQTQDSTFPSCKAIQTKPEHDKTEHSPITSLDNSPADTSNADIAPAWTDDDSGPQGKISLNPSVRLKAEKLEMALNYLGIQPTKEQREALREQVQADSKGTVSFGDFVQVARSLFCLQLDEVNVGVHEIPSILDSQLLPCDSLEADE.... Result: 0 (no interaction). (2) The miRNA is cel-miR-1018 with sequence AGAGAGAUCAUUGGACUUACAG. The protein sequence of the target gene is MFEARLIQGSILKKVLEALKDLINEACWDVSSGGVNLQSMDSSHVSLVQLTLRSEGFDTYRCDRNLAMGVNLTSMSKILKCAGNEDIITLRAEDNADTLALVFEAPNQEKVSDYEMKLMDLDVEQLGIPEQEYSCVIKMPSGEFARICRDLSHIGDAVVISCAKNGVKFSASGELGNGNIKLSQTSNVDKEEEAVTIEMNEPVHLTFALRYLNFFTKATPLSPTVTLSMSADVPLVVEYKIADMGHLKYYLAPKIEDEEAS. Result: 0 (no interaction). (3) The miRNA is hsa-miR-6086 with sequence GGAGGUUGGGAAGGGCAGAG. The protein sequence of the target gene is MQRRRRPPPPTSRLPEGCGGGGGGSEEVEVQFSAGRWGSAAAVSAAAAAATRSTEEEEERLEREHFWKIINAFRYYGTSMHERVNRTERQFRSLPANQQKLLPQFLLHLDKIRKCIDHNQEILLTIVNDCIHMFENKEYGEDGNGKIMPASTFDMDKLKSTLKQFVRDWSETGKAERDACYQPIIKEILKNFPKERWDPSKVNILVPGAGLGRLAWEIAMLGYACQGNEWSFFMLFSSNFVLNRCSEINKYKLYPWIHQFSNNRRSADQIRPIFFPDVDPHSLPPGSNFSMTAGDFQEIY.... Result: 1 (interaction). (4) The miRNA is mmu-miR-1927 with sequence GACCUCUGGAUGUUAGGGACUGA. The protein sequence of the target gene is MGKKQKNKSEDSTKDDIDLDALAAEIEGAGAAKEQEPQKSKGKKKKEKKKQDFDEDDILKELEELSLEAQGIKADRETVAVKPTENNEEEFTSKDKKKKGQKGKKQSFDDNDSEELEDKDSKSKKTAKPKVEMYSGSDDDDDFNKLPKKAKGKAQKSNKKWDGSEEDEDNSKKIKERSRINSSGESGDESDEFLQSRKGQKKNQKNKPGPNIESGNEDDDASFKIKTVAQKKAEKKERERKKRDEEKAKLRKLKEKEELETGKKDQSKQKESQRKFEEETVKSKVTVDTGVIPASEEKAE.... Result: 0 (no interaction).